Dataset: Catalyst prediction with 721,799 reactions and 888 catalyst types from USPTO. Task: Predict which catalyst facilitates the given reaction. (1) Reactant: C([O:8][C:9]1[C:10]([CH3:34])=[C:11]([CH3:33])[C:12]([NH:16][CH2:17][CH2:18][CH2:19][CH2:20][CH2:21][CH2:22][CH2:23][CH2:24][CH2:25][CH2:26][CH2:27][CH2:28][CH2:29][CH2:30][CH2:31][CH3:32])=[N:13][C:14]=1[CH3:15])C1C=CC=CC=1. Product: [CH2:17]([NH:16][C:12]1[N:13]=[C:14]([CH3:15])[C:9]([OH:8])=[C:10]([CH3:34])[C:11]=1[CH3:33])[CH2:18][CH2:19][CH2:20][CH2:21][CH2:22][CH2:23][CH2:24][CH2:25][CH2:26][CH2:27][CH2:28][CH2:29][CH2:30][CH2:31][CH3:32]. The catalyst class is: 43. (2) Reactant: [F:1][C:2]1[C:3]([CH3:13])=[C:4]2[C:9](=[CH:10][CH:11]=1)[NH:8][C:7](=[O:12])[CH2:6][CH2:5]2.[H-].[Na+].Cl[CH2:17][CH2:18][CH2:19]I.[CH2:21]([CH:25]1[CH2:30][CH2:29][NH:28][CH2:27][CH2:26]1)[CH2:22][CH2:23][CH3:24].[Na+].[I-].C([O-])([O-])=O.[K+].[K+]. Product: [CH2:21]([CH:25]1[CH2:30][CH2:29][N:28]([CH2:17][CH2:18][CH2:19][N:8]2[C:9]3[C:4](=[C:3]([CH3:13])[C:2]([F:1])=[CH:11][CH:10]=3)[CH2:5][CH2:6][C:7]2=[O:12])[CH2:27][CH2:26]1)[CH2:22][CH2:23][CH3:24]. The catalyst class is: 3.